Task: Predict the product of the given reaction.. Dataset: Forward reaction prediction with 1.9M reactions from USPTO patents (1976-2016) (1) Given the reactants C1COCC1.[NH2:6][C@H:7]1[CH2:12][CH2:11][N:10]([C:13]([O:15][C:16]([CH3:19])([CH3:18])[CH3:17])=[O:14])[CH2:9][C@H:8]1[O:20][CH3:21].C(=O)(O)[O-].[Na+].Cl[C:28]([O:30][CH2:31][C:32]1[CH:37]=[CH:36][CH:35]=[CH:34][CH:33]=1)=[O:29], predict the reaction product. The product is: [CH2:31]([O:30][C:28]([NH:6][C@H:7]1[CH2:12][CH2:11][N:10]([C:13]([O:15][C:16]([CH3:17])([CH3:18])[CH3:19])=[O:14])[CH2:9][C@H:8]1[O:20][CH3:21])=[O:29])[C:32]1[CH:37]=[CH:36][CH:35]=[CH:34][CH:33]=1. (2) Given the reactants C(OC([N:8]1[CH2:13][CH2:12][C:11]([OH:21])([C:14]2[C:19]([Cl:20])=[CH:18][CH:17]=[CH:16][N:15]=2)[CH2:10][CH2:9]1)=O)(C)(C)C, predict the reaction product. The product is: [ClH:20].[Cl:20][C:19]1[C:14]([C:11]2([OH:21])[CH2:10][CH2:9][NH:8][CH2:13][CH2:12]2)=[N:15][CH:16]=[CH:17][CH:18]=1. (3) Given the reactants Cl[C:2]1[N:3]=[C:4]([N:25]2[CH2:30][CH2:29][O:28][CH2:27][CH2:26]2)[C:5]2[N:11]=[C:10]([CH2:12][N:13]3[CH2:18][CH2:17][N:16]([C:19]([CH3:24])([CH3:23])[C:20]([NH2:22])=[O:21])[CH2:15][CH2:14]3)[CH:9]=[CH:8][C:6]=2[N:7]=1.[Si]([N:38]1[C:46]2[C:41](=[C:42](B3OC(C)(C)C(C)(C)O3)[C:43]([F:47])=[CH:44][CH:45]=2)[CH:40]=[CH:39]1)(C(C)(C)C)(C)C, predict the reaction product. The product is: [F:47][C:43]1[C:42]([C:2]2[N:3]=[C:4]([N:25]3[CH2:30][CH2:29][O:28][CH2:27][CH2:26]3)[C:5]3[N:11]=[C:10]([CH2:12][N:13]4[CH2:18][CH2:17][N:16]([C:19]([CH3:24])([CH3:23])[C:20]([NH2:22])=[O:21])[CH2:15][CH2:14]4)[CH:9]=[CH:8][C:6]=3[N:7]=2)=[C:41]2[C:46](=[CH:45][CH:44]=1)[NH:38][CH:39]=[CH:40]2. (4) Given the reactants [C:1]1([CH:8]=[CH:7][C:5]([OH:6])=[CH:4][CH:3]=1)[OH:2].[CH2:9](Br)[C:10]1[CH:15]=[CH:14][CH:13]=[CH:12][CH:11]=1, predict the reaction product. The product is: [CH2:9]([O:2][C:1]1[CH:8]=[CH:7][C:5]([OH:6])=[CH:4][CH:3]=1)[C:10]1[CH:15]=[CH:14][CH:13]=[CH:12][CH:11]=1. (5) Given the reactants [CH3:1][C:2]1[CH:3]=[CH:4][CH:5]=[C:6]2[C:11]=1[N:10]=[C:9](Cl)[N:8]=[C:7]2Cl.[NH2:14][C:15]1[CH:22]=[CH:21][C:18]([CH2:19][NH2:20])=[CH:17][CH:16]=1.[Cl:23][C:24]1[CH:32]=[CH:31][C:27]([C:28](Cl)=[O:29])=[CH:26][N:25]=1.[CH3:33][NH2:34], predict the reaction product. The product is: [Cl:23][C:24]1[CH:32]=[CH:31][C:27]([C:28]([NH:14][C:15]2[CH:22]=[CH:21][C:18]([CH2:19][NH:20][C:7]3[C:6]4[C:11](=[C:2]([CH3:1])[CH:3]=[CH:4][CH:5]=4)[N:10]=[C:9]([NH:34][CH3:33])[N:8]=3)=[CH:17][CH:16]=2)=[O:29])=[CH:26][N:25]=1. (6) Given the reactants [F:1][C:2]1[CH:3]=[CH:4][C:5]([CH3:9])=[C:6]([OH:8])[CH:7]=1.[CH2:10]([O:12][C:13](=[O:16])[CH2:14]Br)[CH3:11].C([O-])([O-])=O.[K+].[K+], predict the reaction product. The product is: [F:1][C:2]1[CH:3]=[CH:4][C:5]([CH3:9])=[C:6]([CH:7]=1)[O:8][CH2:14][C:13]([O:12][CH2:10][CH3:11])=[O:16]. (7) The product is: [NH2:1][C:2]1[N:7]=[C:6]([NH:8][C:9]2[CH:14]=[CH:13][C:12]([O:15][C:16]3[CH:17]=[C:18]4[C:22](=[CH:23][CH:24]=3)[NH:21][N:20]=[CH:19]4)=[C:11]([F:25])[CH:10]=2)[CH:5]=[C:4]([C:27]2[CH:32]=[CH:31][CH:30]=[CH:29][CH:28]=2)[N:3]=1. Given the reactants [NH2:1][C:2]1[N:7]=[C:6]([NH:8][C:9]2[CH:14]=[CH:13][C:12]([O:15][C:16]3[CH:17]=[C:18]4[C:22](=[CH:23][CH:24]=3)[NH:21][N:20]=[CH:19]4)=[C:11]([F:25])[CH:10]=2)[CH:5]=[C:4](Cl)[N:3]=1.[C:27]1(B(O)O)[CH:32]=[CH:31][CH:30]=[CH:29][CH:28]=1.C(=O)([O-])[O-].[Na+].[Na+], predict the reaction product. (8) The product is: [CH2:10]([O:9][C:6]1[CH:7]=[CH:8][C:3]([C:1]#[N:2])=[CH:4][CH:5]=1)[C:11]1[CH:16]=[CH:15][CH:14]=[CH:13][CH:12]=1. Given the reactants [C:1]([C:3]1[CH:8]=[CH:7][C:6]([OH:9])=[CH:5][CH:4]=1)#[N:2].[CH2:10](Br)[C:11]1[CH:16]=[CH:15][CH:14]=[CH:13][CH:12]=1.C(=O)([O-])[O-].[K+].[K+], predict the reaction product.